The task is: Predict the product of the given reaction.. This data is from Forward reaction prediction with 1.9M reactions from USPTO patents (1976-2016). (1) Given the reactants [F:1][C:2]1[CH:3]=[C:4]([F:12])[C:5]2[S:9][C:8](S)=[N:7][C:6]=2[CH:11]=1.S(Cl)([Cl:15])=O, predict the reaction product. The product is: [Cl:15][C:8]1[S:9][C:5]2[C:4]([F:12])=[CH:3][C:2]([F:1])=[CH:11][C:6]=2[N:7]=1. (2) Given the reactants C(OC([NH:8][CH2:9][CH2:10][CH2:11][CH3:12])=O)(C)(C)C.Cl.[OH:14][C:15]1[CH:26]=[C:25]2[C:18]([NH:19][CH:20]=[C:21]2[CH2:22][CH2:23][NH2:24])=[CH:17][CH:16]=1.C(N(CC)CC)C.C([O:36]C(=O)C)C, predict the reaction product. The product is: [NH2:8][CH2:9][CH2:10][CH2:11][C:12]([NH:24][CH2:23][CH2:22][C:21]1[C:25]2[C:18](=[CH:17][CH:16]=[C:15]([OH:14])[CH:26]=2)[NH:19][CH:20]=1)=[O:36]. (3) Given the reactants [F:1][C:2]([F:13])([F:12])[S:3][C:4]1[CH:9]=[CH:8][C:7]([NH:10]N)=[CH:6][CH:5]=1.[CH3:14][CH:15]([C:24](=O)[CH3:25])[CH2:16][CH2:17][CH2:18][CH2:19][S:20]([OH:23])(=[O:22])=[O:21], predict the reaction product. The product is: [F:1][C:2]([F:13])([F:12])[S:3][C:4]1[CH:9]=[C:8]2[C:7](=[CH:6][CH:5]=1)[N:10]=[C:24]([CH3:25])[C:15]2([CH3:14])[CH2:16][CH2:17][CH2:18][CH2:19][S:20]([OH:23])(=[O:21])=[O:22]. (4) Given the reactants [Br:1][C:2]1[CH:18]=[CH:17][C:5]2[C:6]3[S:7][C:8]([C:14]([OH:16])=O)=[CH:9][C:10]=3[CH2:11][CH2:12][O:13][C:4]=2[CH:3]=1.[CH3:19][O:20][C:21](=[O:30])[C:22]1[CH:27]=[CH:26][C:25]([Cl:28])=[C:24]([NH2:29])[CH:23]=1.N1C=CC=CC=1, predict the reaction product. The product is: [Br:1][C:2]1[CH:18]=[CH:17][C:5]2[C:6]3[S:7][C:8]([C:14]([NH:29][C:24]4[CH:23]=[C:22]([CH:27]=[CH:26][C:25]=4[Cl:28])[C:21]([O:20][CH3:19])=[O:30])=[O:16])=[CH:9][C:10]=3[CH2:11][CH2:12][O:13][C:4]=2[CH:3]=1. (5) The product is: [ClH:23].[NH2:2][CH2:1][C:3]1[N:8]=[CH:7][C:6]([C:9]([O:11][CH3:12])=[O:10])=[C:5]([C:13]2[CH:14]=[N:15][C:16]([C:19]([F:22])([F:21])[F:20])=[CH:17][CH:18]=2)[CH:4]=1. Given the reactants [C:1]([C:3]1[N:8]=[CH:7][C:6]([C:9]([O:11][CH3:12])=[O:10])=[C:5]([C:13]2[CH:14]=[N:15][C:16]([C:19]([F:22])([F:21])[F:20])=[CH:17][CH:18]=2)[CH:4]=1)#[N:2].[ClH:23], predict the reaction product.